This data is from Catalyst prediction with 721,799 reactions and 888 catalyst types from USPTO. The task is: Predict which catalyst facilitates the given reaction. (1) Reactant: [CH3:1][O:2][CH2:3][CH2:4][NH:5][CH3:6].Cl[CH2:8][C:9]1[CH:39]=[CH:38][C:12]([C:13]([NH:15][C:16]2[S:17][C:18]3[C:24]([C:25]4[N:26]=[C:27]([N:30]5[CH2:35][CH2:34][O:33][CH2:32][CH2:31]5)[S:28][CH:29]=4)=[CH:23][CH:22]=[C:21]([O:36][CH3:37])[C:19]=3[N:20]=2)=[O:14])=[CH:11][CH:10]=1. Product: [CH3:1][O:2][CH2:3][CH2:4][N:5]([CH2:8][C:9]1[CH:10]=[CH:11][C:12]([C:13]([NH:15][C:16]2[S:17][C:18]3[C:24]([C:25]4[N:26]=[C:27]([N:30]5[CH2:31][CH2:32][O:33][CH2:34][CH2:35]5)[S:28][CH:29]=4)=[CH:23][CH:22]=[C:21]([O:36][CH3:37])[C:19]=3[N:20]=2)=[O:14])=[CH:38][CH:39]=1)[CH3:6]. The catalyst class is: 1. (2) Reactant: C[O:2][C:3](=[O:31])[C:4]1[CH:9]=[CH:8][CH:7]=[C:6]([C:10]#[C:11][C:12]2[C:20]3[C:15](=[N:16][CH:17]=[C:18]([C:21]4[CH:26]=[CH:25][C:24]([O:27][CH3:28])=[C:23]([O:29][CH3:30])[CH:22]=4)[CH:19]=3)[NH:14][CH:13]=2)[CH:5]=1.CO. Product: [CH3:30][O:29][C:23]1[CH:22]=[C:21]([C:18]2[CH:19]=[C:20]3[C:12]([C:11]#[C:10][C:6]4[CH:5]=[C:4]([CH:9]=[CH:8][CH:7]=4)[C:3]([OH:31])=[O:2])=[CH:13][NH:14][C:15]3=[N:16][CH:17]=2)[CH:26]=[CH:25][C:24]=1[O:27][CH3:28]. The catalyst class is: 611.